From a dataset of Forward reaction prediction with 1.9M reactions from USPTO patents (1976-2016). Predict the product of the given reaction. (1) The product is: [CH2:1]([O:8][C:9]([N:11]1[CH2:12][CH2:13][CH:14]([NH:17][C:18]2[C:23]([NH2:24])=[CH:22][N:21]=[C:20]3[N:27]([S:30]([C:33]4[CH:38]=[CH:37][CH:36]=[CH:35][CH:34]=4)(=[O:32])=[O:31])[CH:28]=[CH:29][C:19]=23)[CH2:15][CH2:16]1)=[O:10])[C:2]1[CH:7]=[CH:6][CH:5]=[CH:4][CH:3]=1. Given the reactants [CH2:1]([O:8][C:9]([N:11]1[CH2:16][CH2:15][CH:14]([NH:17][C:18]2[C:23]([N+:24]([O-])=O)=[CH:22][N:21]=[C:20]3[N:27]([S:30]([C:33]4[CH:38]=[CH:37][CH:36]=[CH:35][CH:34]=4)(=[O:32])=[O:31])[CH:28]=[CH:29][C:19]=23)[CH2:13][CH2:12]1)=[O:10])[C:2]1[CH:7]=[CH:6][CH:5]=[CH:4][CH:3]=1, predict the reaction product. (2) Given the reactants [Cl:1][C:2]1[CH:8]=[CH:7][C:5]([NH2:6])=[C:4]([I:9])[CH:3]=1.[CH:10]1[CH:15]=[CH:14][C:13]([CH:16](Br)[C:17]2[CH:22]=[CH:21][CH:20]=[CH:19][CH:18]=2)=[CH:12][CH:11]=1.CCN(C(C)C)C(C)C, predict the reaction product. The product is: [CH:16]([NH:6][C:5]1[CH:7]=[CH:8][C:2]([Cl:1])=[CH:3][C:4]=1[I:9])([C:13]1[CH:14]=[CH:15][CH:10]=[CH:11][CH:12]=1)[C:17]1[CH:22]=[CH:21][CH:20]=[CH:19][CH:18]=1. (3) Given the reactants Cl.[S:2]1[C:10]2[CH:5]([CH2:6][N:7]=[CH:8][CH:9]=2)[CH2:4][CH2:3]1.[C:11]([O-])([O-])=O.[K+].[K+].C(O[CH2:20][CH3:21])C, predict the reaction product. The product is: [CH2:11]([N:7]1[CH2:8][CH2:9][C:10]2[S:2][CH:3]=[CH:4][C:5]=2[CH2:6]1)[C:20]#[CH:21]. (4) Given the reactants [CH3:1][O:2][C:3]1[CH:8]=[CH:7][C:6]([CH:9]([CH2:14][CH2:15][C:16]2[CH:21]=[CH:20][CH:19]=[CH:18][CH:17]=2)[CH2:10][NH:11][CH:12]=[O:13])=[CH:5][CH:4]=1.C=O.F[C:25](F)(F)C(O)=O.C(O)(=O)C.O, predict the reaction product. The product is: [CH3:1][O:2][C:3]1[CH:4]=[C:5]2[C:6]([CH:9]([CH2:14][CH2:15][C:16]3[CH:21]=[CH:20][CH:19]=[CH:18][CH:17]=3)[CH2:10][N:11]([CH:12]=[O:13])[CH2:25]2)=[CH:7][CH:8]=1. (5) The product is: [C:17]([O:1][CH2:2][C:3]1[C:4]2[C:9]([CH:10]=[C:11]3[C:16]=1[CH:15]=[CH:14][CH:13]=[CH:12]3)=[CH:8][CH:7]=[CH:6][CH:5]=2)(=[O:21])[C:18]([CH3:20])=[CH2:19]. Given the reactants [OH:1][CH2:2][C:3]1[C:4]2[C:9]([CH:10]=[C:11]3[C:16]=1[CH:15]=[CH:14][CH:13]=[CH:12]3)=[CH:8][CH:7]=[CH:6][CH:5]=2.[C:17](O[C:17](=[O:21])[C:18]([CH3:20])=[CH2:19])(=[O:21])[C:18]([CH3:20])=[CH2:19], predict the reaction product. (6) The product is: [CH2:27]([O:26][C:24]([NH:1][C:2]1[CH:3]=[CH:4][C:5]([O:6][C:7]2[C:8]([Br:20])=[CH:9][C:10]([CH2:14][CH2:15][C:16]([O:18][CH3:19])=[O:17])=[CH:11][C:12]=2[Br:13])=[CH:21][CH:22]=1)=[O:25])[CH3:28]. Given the reactants [NH2:1][C:2]1[CH:22]=[CH:21][C:5]([O:6][C:7]2[C:12]([Br:13])=[CH:11][C:10]([CH2:14][CH2:15][C:16]([O:18][CH3:19])=[O:17])=[CH:9][C:8]=2[Br:20])=[CH:4][CH:3]=1.Cl[C:24]([O:26][CH2:27][CH3:28])=[O:25].C(N(CC)CC)C.O, predict the reaction product. (7) The product is: [Cl:1][C:2]1[C:7]([C:8]2[CH:13]=[CH:12][CH:11]=[CH:10][C:9]=2[C:14]([F:16])([F:17])[F:15])=[C:6]([OH:18])[C:5]([CH:19]=[O:20])=[CH:4][CH:3]=1. Given the reactants [Cl:1][C:2]1[CH:3]=[CH:4][CH:5]=[C:6]([OH:18])[C:7]=1[C:8]1[CH:13]=[CH:12][CH:11]=[CH:10][C:9]=1[C:14]([F:17])([F:16])[F:15].[CH3:19][O-:20].[Mg+2].C[O-].C=O.S(=O)(=O)(O)O, predict the reaction product. (8) Given the reactants Cl.CN(C)CCCCl.[CH3:9][N:10]([CH3:42])[CH2:11][CH2:12][CH2:13][O:14][CH2:15][C:16]1[N:25](COCC[Si](C)(C)C)[C:24]2[C:23]3[CH:34]=[CH:35][CH:36]=[CH:37][C:22]=3[S:21][C:20]3[CH:38]=[CH:39][CH:40]=[CH:41][C:19]=3[C:18]=2[N:17]=1, predict the reaction product. The product is: [CH3:42][N:10]([CH3:9])[CH2:11][CH2:12][CH2:13][O:14][CH2:15][C:16]1[NH:17][C:18]2[C:19]3[CH:41]=[CH:40][CH:39]=[CH:38][C:20]=3[S:21][C:22]3[CH:37]=[CH:36][CH:35]=[CH:34][C:23]=3[C:24]=2[N:25]=1. (9) Given the reactants [Br:1][C:2]1[C:3]([C:14](=[S:16])[NH2:15])=[CH:4][C:5]([NH:8][C:9]([NH:11][CH2:12][CH3:13])=[O:10])=[N:6][CH:7]=1.Br[CH2:18][C:19]([C:21]1[CH:22]=[N:23][N:24]([CH3:26])[CH:25]=1)=O, predict the reaction product. The product is: [Br:1][C:2]1[C:3]([C:14]2[S:16][CH:18]=[C:19]([C:21]3[CH:22]=[N:23][N:24]([CH3:26])[CH:25]=3)[N:15]=2)=[CH:4][C:5]([NH:8][C:9]([NH:11][CH2:12][CH3:13])=[O:10])=[N:6][CH:7]=1.